Task: Predict the reactants needed to synthesize the given product.. Dataset: Full USPTO retrosynthesis dataset with 1.9M reactions from patents (1976-2016) (1) Given the product [CH3:7][C:6]1[C:2]([CH3:1])=[N:3][N:4]([C:8]2[C:9]([C:15]([OH:17])=[O:16])=[N:10][C:11]([CH3:14])=[CH:12][CH:13]=2)[N:5]=1, predict the reactants needed to synthesize it. The reactants are: [CH3:1][C:2]1[C:6]([CH3:7])=[N:5][N:4]([C:8]2[C:9]([C:15]([O:17]C)=[O:16])=[N:10][C:11]([CH3:14])=[CH:12][CH:13]=2)[N:3]=1.[OH-].[Li+]. (2) Given the product [NH2:1][C:4]1[CH:5]=[N:6][S:7][C:8]=1[N:9]1[CH2:14][CH2:13][CH2:12][C@H:11]([NH:15][C:16](=[O:22])[O:17][C:18]([CH3:20])([CH3:19])[CH3:21])[CH2:10]1, predict the reactants needed to synthesize it. The reactants are: [N+:1]([C:4]1[CH:5]=[N:6][S:7][C:8]=1[N:9]1[CH2:14][CH2:13][CH2:12][C@H:11]([NH:15][C:16](=[O:22])[O:17][C:18]([CH3:21])([CH3:20])[CH3:19])[CH2:10]1)([O-])=O.[In].[NH4+].[Cl-].N#N. (3) Given the product [CH:1]1([CH:5]([C:11]2[CH:20]=[C:19]3[C:14]([CH2:15][CH2:16][CH:17]([C:21]4[CH:22]=[CH:23][C:24]([C:27]5[CH:32]=[C:31]([O:33][CH3:34])[CH:30]=[CH:29][C:28]=5[F:35])=[CH:25][CH:26]=4)[O:18]3)=[CH:13][CH:12]=2)[CH:6]([CH3:37])[C:7]([O:9][CH3:10])=[O:8])[CH2:2][CH2:3][CH2:4]1, predict the reactants needed to synthesize it. The reactants are: [CH:1]1([CH:5]([C:11]2[CH:20]=[C:19]3[C:14]([CH2:15][CH2:16][CH:17]([C:21]4[CH:26]=[CH:25][C:24]([C:27]5[CH:32]=[C:31]([O:33][CH3:34])[CH:30]=[CH:29][C:28]=5[F:35])=[CH:23][CH:22]=4)[O:18]3)=[CH:13][CH:12]=2)[CH2:6][C:7]([O:9][CH3:10])=[O:8])[CH2:4][CH2:3][CH2:2]1.[Li+].[CH3:37]C([N-]C(C)C)C.IC. (4) Given the product [CH3:17][O:18][C:19]1[CH:31]=[CH:30][CH:29]=[CH:28][C:20]=1[CH2:21][C@@H:22]1[NH:23][CH2:24][CH2:25][N:16]([C:5]2[C:4]3[N:3]=[C:2]([CH3:1])[S:11][C:10]=3[NH:9][C:8]3[CH:12]=[CH:13][CH:14]=[CH:15][C:7]=3[N:6]=2)[CH2:27]1, predict the reactants needed to synthesize it. The reactants are: [CH3:1][C:2]1[S:11][C:10]2[NH:9][C:8]3[CH:12]=[CH:13][CH:14]=[CH:15][C:7]=3[N:6]=[C:5]([NH2:16])[C:4]=2[N:3]=1.[CH3:17][O:18][C:19]1[CH:31]=[CH:30][CH:29]=[CH:28][C:20]=1[CH2:21][C@H:22]1[CH2:27]N[CH2:25][CH2:24][NH:23]1. (5) Given the product [CH2:61]([S:62]([NH:65][C:30]([CH:27]1[CH2:28][CH2:29][CH:25]([NH:24][C:13]2[C:12]([C:10]#[N:11])=[CH:17][C:16]([C:18]([O:20][CH2:21][CH3:22])=[O:19])=[C:15]([CH3:23])[N:14]=2)[CH2:26]1)=[O:32])(=[O:64])=[O:63])[C:55]1[CH:60]=[CH:59][CH:58]=[CH:57][CH:56]=1, predict the reactants needed to synthesize it. The reactants are: CCN(C(C)C)C(C)C.[C:10]([C:12]1[C:13]([NH:24][CH:25]2[CH2:29][CH2:28][CH:27]([C:30]([OH:32])=O)[CH2:26]2)=[N:14][C:15]([CH3:23])=[C:16]([C:18]([O:20][CH2:21][CH3:22])=[O:19])[CH:17]=1)#[N:11].CN(C(ON1N=NC2C=CC=CC1=2)=[N+](C)C)C.[B-](F)(F)(F)F.[C:55]1([CH2:61][S:62]([NH2:65])(=[O:64])=[O:63])[CH:60]=[CH:59][CH:58]=[CH:57][CH:56]=1.C([O-])(O)=O.[Na+].